This data is from Forward reaction prediction with 1.9M reactions from USPTO patents (1976-2016). The task is: Predict the product of the given reaction. Given the reactants C1(C)C=CC(S(O[CH2:11][CH2:12][C@@H:13]2[CH2:15][C@H:14]2[C:16]2[CH:17]=[N:18][CH:19]=[C:20]([O:22][CH2:23][C@@H:24]3[CH2:27][CH2:26][N:25]3[C:28]([O:30][C:31]([CH3:34])([CH3:33])[CH3:32])=[O:29])[CH:21]=2)(=O)=O)=CC=1.[N+](CCCC)(CCCC)(CCCC)CCCC.[F-:53], predict the reaction product. The product is: [C:31]([O:30][C:28]([N:25]1[CH2:26][CH2:27][C@H:24]1[CH2:23][O:22][C:20]1[CH:19]=[N:18][CH:17]=[C:16]([C@@H:14]2[CH2:15][C@H:13]2[CH2:12][CH2:11][F:53])[CH:21]=1)=[O:29])([CH3:34])([CH3:33])[CH3:32].